From a dataset of Peptide-MHC class II binding affinity with 134,281 pairs from IEDB. Regression. Given a peptide amino acid sequence and an MHC pseudo amino acid sequence, predict their binding affinity value. This is MHC class II binding data. (1) The peptide sequence is GKVDTGVAVSRGTAK. The MHC is DRB3_0202 with pseudo-sequence DRB3_0202. The binding affinity (normalized) is 0. (2) The peptide sequence is DVSGVQAPVGAITTI. The MHC is HLA-DQA10401-DQB10402 with pseudo-sequence HLA-DQA10401-DQB10402. The binding affinity (normalized) is 0.248. (3) The peptide sequence is NKIVRMYSPISI. The MHC is DRB1_1501 with pseudo-sequence DRB1_1501. The binding affinity (normalized) is 0.833. (4) The peptide sequence is DLILFDWPTHMLQLA. The MHC is DRB1_0101 with pseudo-sequence DRB1_0101. The binding affinity (normalized) is 0.435. (5) The peptide sequence is WLWYIKIFIMIVGGLIG. The MHC is DRB4_0101 with pseudo-sequence DRB4_0103. The binding affinity (normalized) is 0.368. (6) The peptide sequence is RNMTMSMSMILVGVI. The MHC is DRB1_0101 with pseudo-sequence DRB1_0101. The binding affinity (normalized) is 0.309. (7) The peptide sequence is AAYLATRGLDVVDAV. The MHC is DRB1_0405 with pseudo-sequence DRB1_0405. The binding affinity (normalized) is 0.764.